Dataset: Full USPTO retrosynthesis dataset with 1.9M reactions from patents (1976-2016). Task: Predict the reactants needed to synthesize the given product. (1) The reactants are: [C:1]([OH:6])(=[O:5])[C:2](C)=C.[C:7]([O:12][CH2:13]C1OC1)(=O)[C:8](C)=[CH2:9].CC(C(OC1C2C3CCCC3C(C2)C1)=O)=C.C=CC1C=CC=CC=1. Given the product [CH3:9][CH:8]([O:6][C:1]([CH3:2])=[O:5])[CH2:7][O:12][CH3:13], predict the reactants needed to synthesize it. (2) Given the product [Br:20][C:21]1[CH:37]=[CH:36][C:24]2[C:25]3[N:26]=[C:27]([C:33]([N:1]4[CH2:7][CH2:6][CH2:5][C@@H:2]4[CH2:3][OH:4])=[O:34])[S:28][C:29]=3[CH2:30][CH2:31][O:32][C:23]=2[CH:22]=1, predict the reactants needed to synthesize it. The reactants are: [NH:1]1[CH2:7][CH2:6][CH2:5][C@@H:2]1[CH2:3][OH:4].C(NC(C)C)(C)C.CN(C)C=O.[Br:20][C:21]1[CH:37]=[CH:36][C:24]2[C:25]3[N:26]=[C:27]([C:33](Cl)=[O:34])[S:28][C:29]=3[CH2:30][CH2:31][O:32][C:23]=2[CH:22]=1. (3) Given the product [F:2][C:3]1[CH:8]=[C:7]([F:9])[CH:6]=[CH:5][C:4]=1[N:10]1[C:21](=[O:20])[C:22]([C:23]([O:25][CH2:26][CH3:27])=[O:24])=[CH:28][NH:11]1, predict the reactants needed to synthesize it. The reactants are: Cl.[F:2][C:3]1[CH:8]=[C:7]([F:9])[CH:6]=[CH:5][C:4]=1[NH:10][NH2:11].C(=O)([O-])[O-].[K+].[K+].C([O:20][CH:21]=[C:22]([C:28](OCC)=O)[C:23]([O:25][CH2:26][CH3:27])=[O:24])C. (4) Given the product [CH:38]1([C:37]#[C:36][C:2]2[CH:10]=[C:9]3[C:5]([CH2:6][C:7]4([CH2:16][CH2:15][CH:14]([O:17][CH:18]([F:20])[F:19])[CH2:13][CH2:12]4)[C:8]3=[O:11])=[CH:4][CH:3]=2)[CH2:39][CH2:34]1, predict the reactants needed to synthesize it. The reactants are: Br[C:2]1[CH:10]=[C:9]2[C:5]([CH2:6][C:7]3([CH2:16][CH2:15][CH:14]([O:17][CH:18]([F:20])[F:19])[CH2:13][CH2:12]3)[C:8]2=[O:11])=[CH:4][CH:3]=1.[CH:38]1[CH:39]=[CH:34]C(P([C:34]2[CH:39]=[CH:38][CH:37]=[CH:36]C=2)[C:38]2[CH:39]=[CH:34]C=[CH:36][CH:37]=2)=[CH:36][CH:37]=1.